From a dataset of Forward reaction prediction with 1.9M reactions from USPTO patents (1976-2016). Predict the product of the given reaction. (1) Given the reactants [NH2:1][C:2]1[CH:7]=[CH:6][C:5]([CH3:8])=[CH:4][CH:3]=1.C1(P(C2C=CC=CC=2)C2C=CC3C(=CC=CC=3)C=2C2C3C(=CC=CC=3)C=CC=2P(C2C=CC=CC=2)C2C=CC=CC=2)C=CC=CC=1.CC(C)([O-])C.[Na+].Br[C:62]1[C:67]([F:68])=[CH:66][CH:65]=[CH:64][C:63]=1[Cl:69].Cl, predict the reaction product. The product is: [Cl:69][C:63]1[CH:64]=[CH:65][CH:66]=[C:67]([F:68])[C:62]=1[NH:1][C:2]1[CH:7]=[CH:6][C:5]([CH3:8])=[CH:4][CH:3]=1. (2) Given the reactants [Li+].CC([N-]C(C)C)C.[Br:9][C:10]1[CH:15]=[CH:14][C:13]([C:16]2[CH2:17][CH2:18][CH:19]([CH2:22][CH2:23][CH3:24])[CH2:20][CH:21]=2)=[C:12]([F:25])[CH:11]=1.CN([CH:29]=[O:30])C, predict the reaction product. The product is: [Br:9][C:10]1[CH:15]=[CH:14][C:13]([C:16]2[CH2:17][CH2:18][CH:19]([CH2:22][CH2:23][CH3:24])[CH2:20][CH:21]=2)=[C:12]([F:25])[C:11]=1[CH:29]=[O:30]. (3) Given the reactants [NH2:1][C@H:2]([C:5]1[N:14]([C:15]2[CH:20]=[CH:19][CH:18]=[C:17]([CH2:21][C:22]([F:25])([F:24])[F:23])[CH:16]=2)[C:13](=[O:26])[C:12]2[C:7](=[CH:8][CH:9]=[CH:10][C:11]=2[F:27])[N:6]=1)[CH2:3][CH3:4].Cl[C:29]1[C:30]2[CH:37]=[CH:36][NH:35][C:31]=2[N:32]=[CH:33][N:34]=1.C(N(C(C)C)CC)(C)C, predict the reaction product. The product is: [N:32]1[C:31]2[NH:35][CH:36]=[CH:37][C:30]=2[C:29]([NH:1][C@H:2]([C:5]2[N:14]([C:15]3[CH:20]=[CH:19][CH:18]=[C:17]([CH2:21][C:22]([F:25])([F:23])[F:24])[CH:16]=3)[C:13](=[O:26])[C:12]3[C:7](=[CH:8][CH:9]=[CH:10][C:11]=3[F:27])[N:6]=2)[CH2:3][CH3:4])=[N:34][CH:33]=1. (4) Given the reactants [Br:1][C:2]1[CH:3]=C(CC(O)=O)C=[CH:6][C:7]=1C#N.[C:14]([N:21]1[CH2:26][CH2:25][CH:24]([NH2:27])[CH2:23][CH2:22]1)([O:16][C:17]([CH3:20])([CH3:19])[CH3:18])=[O:15].CCN=C=N[CH2:33][CH2:34][CH2:35][N:36](C)C.Cl.C(N(C(C)C)CC)(C)C.C([O:52][CH2:53][CH3:54])(=O)C, predict the reaction product. The product is: [C:14]([N:21]1[CH2:26][CH2:25][CH:24]([NH:27][C:53](=[O:52])[CH2:54][C:7]2[CH:6]=[CH:33][C:34]([C:35]#[N:36])=[CH:3][C:2]=2[Br:1])[CH2:23][CH2:22]1)([O:16][C:17]([CH3:20])([CH3:19])[CH3:18])=[O:15]. (5) Given the reactants [CH:1]1([C:10]([OH:12])=O)[C:9]2[C:4](=[CH:5][CH:6]=[CH:7][CH:8]=2)[CH2:3][CH2:2]1.[CH2:13]([N:15]1[CH:19]=[C:18]([CH2:20][NH:21][C:22]2[CH:27]=[CH:26][C:25]([CH:28]([CH3:30])[CH3:29])=[CH:24][CH:23]=2)[CH:17]=[N:16]1)[CH3:14], predict the reaction product. The product is: [CH2:13]([N:15]1[CH:19]=[C:18]([CH2:20][N:21]([C:22]2[CH:23]=[CH:24][C:25]([CH:28]([CH3:29])[CH3:30])=[CH:26][CH:27]=2)[C:10]([CH:1]2[C:9]3[C:4](=[CH:5][CH:6]=[CH:7][CH:8]=3)[CH2:3][CH2:2]2)=[O:12])[CH:17]=[N:16]1)[CH3:14]. (6) Given the reactants [CH:1]1([C:4]2[CH:5]=[CH:6][C:7]([C:15]([OH:17])=O)=[N:8][C:9]=2[O:10][CH2:11][CH:12]2[CH2:14][CH2:13]2)[CH2:3][CH2:2]1.Cl.[NH2:19][C:20]([C:23]1[O:27][N:26]=[C:25]([NH2:28])[N:24]=1)([CH3:22])[CH3:21], predict the reaction product. The product is: [NH2:28][C:25]1[N:24]=[C:23]([C:20]([NH:19][C:15]([C:7]2[CH:6]=[CH:5][C:4]([CH:1]3[CH2:2][CH2:3]3)=[C:9]([O:10][CH2:11][CH:12]3[CH2:13][CH2:14]3)[N:8]=2)=[O:17])([CH3:22])[CH3:21])[O:27][N:26]=1. (7) Given the reactants [CH2:1]1[CH2:10][O:9][C:8]2[CH:7]=[CH:6][C:5]([NH:11][C:12]3[C:17]([F:18])=[CH:16][N:15]=[C:14]([NH:19][C:20]4[CH:25]=[CH:24][CH:23]=[C:22](O)[CH:21]=4)[N:13]=3)=[CH:4][C:3]=2[O:2]1.ClC1N=C(NC2C=CC3OCCOC=3C=2)[C:31](F)=[CH:30]N=1.C(C1C=CC(N)=CC=1)C, predict the reaction product. The product is: [CH2:1]1[CH2:10][O:9][C:8]2[CH:7]=[CH:6][C:5]([NH:11][C:12]3[C:17]([F:18])=[CH:16][N:15]=[C:14]([NH:19][C:20]4[CH:25]=[CH:24][C:23]([CH2:30][CH3:31])=[CH:22][CH:21]=4)[N:13]=3)=[CH:4][C:3]=2[O:2]1. (8) Given the reactants [C:1]([O:5][C:6]([N:8]1[CH2:13][CH2:12][CH:11]([CH:14]2[O:23][C:17]3=[CH:18][N:19]=[C:20](Cl)[CH:21]=[C:16]3[CH2:15]2)[CH2:10][CH2:9]1)=[O:7])([CH3:4])([CH3:3])[CH3:2].[CH3:24][C:25]1[C:29](B(O)O)=[C:28]([CH3:33])[O:27][N:26]=1, predict the reaction product. The product is: [C:1]([O:5][C:6]([N:8]1[CH2:13][CH2:12][CH:11]([CH:14]2[O:23][C:17]3=[CH:18][N:19]=[C:20]([C:29]4[C:25]([CH3:24])=[N:26][O:27][C:28]=4[CH3:33])[CH:21]=[C:16]3[CH2:15]2)[CH2:10][CH2:9]1)=[O:7])([CH3:4])([CH3:3])[CH3:2]. (9) Given the reactants [C:1]([O:5][C:6](=[O:24])[NH:7][CH2:8][CH:9]1[O:13][B:12]([OH:14])[C:11]2[C:15]([O:19][CH2:20][CH2:21][CH2:22]Br)=[CH:16][CH:17]=[CH:18][C:10]1=2)([CH3:4])([CH3:3])[CH3:2].[CH:25]1[C:26]2[C:41](=[O:42])[C:40]([C:43]([OH:45])=[O:44])=[CH:39][N:38]([CH:46]3[CH2:48][CH2:47]3)[C:27]=2[CH:28]=[C:29]([N:32]2[CH2:37][CH2:36][NH:35][CH2:34][CH2:33]2)[C:30]=1[F:31].Cl.CCN(CC)CC, predict the reaction product. The product is: [C:1]([O:5][C:6]([NH:7][CH2:8][CH:9]1[O:13][B:12]([OH:14])[C:11]2[C:15]([O:19][CH2:20][CH2:21][CH2:22][N:35]3[CH2:36][CH2:37][N:32]([C:29]4[CH:28]=[C:27]5[C:26]([C:41](=[O:42])[C:40]([C:43]([OH:45])=[O:44])=[CH:39][N:38]5[CH:46]5[CH2:47][CH2:48]5)=[CH:25][C:30]=4[F:31])[CH2:33][CH2:34]3)=[CH:16][CH:17]=[CH:18][C:10]1=2)=[O:24])([CH3:4])([CH3:3])[CH3:2].